From a dataset of Full USPTO retrosynthesis dataset with 1.9M reactions from patents (1976-2016). Predict the reactants needed to synthesize the given product. (1) Given the product [NH2:1][C:2]1[C:11]2[C:6](=[C:7]([C:23]3[CH:22]=[N:21][C:20]([CH3:19])=[CH:25][CH:24]=3)[CH:8]=[CH:9][CH:10]=2)[N:5]=[N:4][C:3]=1[C:13]([NH:15][CH2:16][CH2:17][CH3:18])=[O:14], predict the reactants needed to synthesize it. The reactants are: [NH2:1][C:2]1[C:11]2[C:6](=[C:7](I)[CH:8]=[CH:9][CH:10]=2)[N:5]=[N:4][C:3]=1[C:13]([NH:15][CH2:16][CH2:17][CH3:18])=[O:14].[CH3:19][C:20]1[CH:25]=[CH:24][C:23]([Sn](C)(C)C)=[CH:22][N:21]=1. (2) Given the product [Br:1][C:2]1[CH:7]=[CH:6][C:5]([F:8])=[C:4]([C:17]2[CH:18]=[CH:19][C:14]([S:10]([NH2:11])(=[O:13])=[O:12])=[CH:15][CH:16]=2)[CH:3]=1, predict the reactants needed to synthesize it. The reactants are: [Br:1][C:2]1[CH:7]=[CH:6][C:5]([F:8])=[C:4](I)[CH:3]=1.[S:10]([C:14]1[CH:19]=[CH:18][C:17](B(O)O)=[CH:16][CH:15]=1)(=[O:13])(=[O:12])[NH2:11].O1CCOCC1.O.C([O-])([O-])=O.[Na+].[Na+]. (3) The reactants are: [F:1][C:2]1[CH:7]=[CH:6][C:5]([N:8]2[C:16]3[C:11](=[CH:12][C:13]([O:17][C@H:18]([C:22]4[CH:27]=[CH:26][CH:25]=[C:24]([O:28][CH3:29])[CH:23]=4)[C@@H:19]([NH2:21])[CH3:20])=[CH:14][CH:15]=3)[CH:10]=[N:9]2)=[CH:4][CH:3]=1.[CH3:30][O:31][CH2:32][C:33]1[S:37][C:36]([C:38](O)=[O:39])=[CH:35][CH:34]=1. Given the product [F:1][C:2]1[CH:3]=[CH:4][C:5]([N:8]2[C:16]3[C:11](=[CH:12][C:13]([O:17][C@H:18]([C:22]4[CH:27]=[CH:26][CH:25]=[C:24]([O:28][CH3:29])[CH:23]=4)[C@@H:19]([NH:21][C:38]([C:36]4[S:37][C:33]([CH2:32][O:31][CH3:30])=[CH:34][CH:35]=4)=[O:39])[CH3:20])=[CH:14][CH:15]=3)[CH:10]=[N:9]2)=[CH:6][CH:7]=1, predict the reactants needed to synthesize it. (4) The reactants are: [CH3:1][C@H:2]1[C:10]2[C:9]([N:11]3[C:31]4[C:26](=[C:27]([CH2:32][NH:33][C:34]5[N:39]=[CH:38][CH:37]=[CH:36][N:35]=5)[CH:28]=[CH:29][CH:30]=4)[C:13]4([CH2:18][CH2:17][N:16](C(OC(C)(C)C)=O)[CH2:15][CH2:14]4)[CH2:12]3)=[N:8][CH:7]=[N:6][C:5]=2[CH2:4][CH2:3]1.[ClH:40]. Given the product [ClH:40].[ClH:40].[CH3:1][C@H:2]1[C:10]2[C:9]([N:11]3[C:31]4[C:26](=[C:27]([CH2:32][NH:33][C:34]5[N:35]=[CH:36][CH:37]=[CH:38][N:39]=5)[CH:28]=[CH:29][CH:30]=4)[C:13]4([CH2:18][CH2:17][NH:16][CH2:15][CH2:14]4)[CH2:12]3)=[N:8][CH:7]=[N:6][C:5]=2[CH2:4][CH2:3]1, predict the reactants needed to synthesize it.